Predict which catalyst facilitates the given reaction. From a dataset of Catalyst prediction with 721,799 reactions and 888 catalyst types from USPTO. (1) Reactant: [NH2:1][CH2:2][CH2:3][CH2:4][OH:5].C([O-])([O-])=O.[Na+].[Na+].[CH:12]1[CH:17]=[CH:16][C:15]([CH2:18][O:19][C:20](Cl)=[O:21])=[CH:14][CH:13]=1.C(Cl)Cl. Product: [OH:5][CH2:4][CH2:3][CH2:2][NH:1][C:20](=[O:21])[O:19][CH2:18][C:15]1[CH:16]=[CH:17][CH:12]=[CH:13][CH:14]=1. The catalyst class is: 20. (2) The catalyst class is: 4. Product: [F:21][C:22]([F:27])([F:26])[C:23]([O-:25])=[O:24].[O:1]1[CH2:6][CH2:5][O:4][CH2:3][C@H:2]1[CH2:7][N:8]([CH3:20])[S:9]([NH3+:12])(=[O:11])=[O:10]. Reactant: [O:1]1[CH2:6][CH2:5][O:4][CH2:3][CH:2]1[CH2:7][N:8]([CH3:20])[S:9]([NH:12]C(=O)OC(C)(C)C)(=[O:11])=[O:10].[F:21][C:22]([F:27])([F:26])[C:23]([OH:25])=[O:24]. (3) Reactant: [Cl:1][C:2]1[CH:13]=[CH:12][C:5]([O:6][CH2:7][C:8]([O:10]C)=[O:9])=[C:4]([C:14]#[C:15][C:16]2[CH:21]=[C:20]([S:22]([CH2:24][CH2:25][CH3:26])=[O:23])[CH:19]=[CH:18][C:17]=2[CH3:27])[CH:3]=1.[OH-].[Na+].O. Product: [Cl:1][C:2]1[CH:13]=[CH:12][C:5]([O:6][CH2:7][C:8]([OH:10])=[O:9])=[C:4]([C:14]#[C:15][C:16]2[CH:21]=[C:20]([S:22]([CH2:24][CH2:25][CH3:26])=[O:23])[CH:19]=[CH:18][C:17]=2[CH3:27])[CH:3]=1. The catalyst class is: 5. (4) Reactant: Cl[C:2]1[CH:7]=[C:6]([NH:8][CH:9]2[CH2:11][CH2:10]2)[N:5]2[N:12]=[CH:13][C:14]([CH:15]=[O:16])=[C:4]2[N:3]=1.[CH3:17][S-:18].[Na+].O. Product: [CH:9]1([NH:8][C:6]2[N:5]3[N:12]=[CH:13][C:14]([CH:15]=[O:16])=[C:4]3[N:3]=[C:2]([S:18][CH3:17])[CH:7]=2)[CH2:11][CH2:10]1. The catalyst class is: 9. (5) Reactant: [Br-].[CH2:2]([P+](C1C=CC=CC=1)(C1C=CC=CC=1)C1C=CC=CC=1)[CH:3]([CH3:5])[CH3:4].[H-].[Na+].[F:27][C:28]1[CH:35]=[CH:34][C:31]([CH:32]=O)=[CH:30][C:29]=1[O:36][CH3:37]. Product: [F:27][C:28]1[CH:35]=[CH:34][C:31](/[CH:32]=[CH:2]/[CH:3]([CH3:5])[CH3:4])=[CH:30][C:29]=1[O:36][CH3:37]. The catalyst class is: 7. (6) Reactant: [OH-].[K+].[NH2:3][C:4]1[CH:11]=[C:10]([Br:12])[CH:9]=[CH:8][C:5]=1[CH:6]=O.[CH:13](=O)[CH2:14][CH3:15]. Product: [Br:12][C:10]1[CH:11]=[C:4]2[C:5]([CH:6]=[C:14]([CH3:15])[CH:13]=[N:3]2)=[CH:8][CH:9]=1. The catalyst class is: 8. (7) Reactant: [CH3:1][N:2]1[CH2:7][CH2:6][N:5]([C:8]2[CH:14]=[CH:13][C:11]([NH2:12])=[CH:10][CH:9]=2)[CH2:4][CH2:3]1.[C:15]([O:18][CH2:19][C:20]1[C:29]([Br:30])=[C:28]2[C:23]([CH:24]=[N:25][C:26](Cl)=[N:27]2)=[CH:22][CH:21]=1)(=[O:17])[CH3:16].C(O)(C(F)(F)F)=O. Product: [C:15]([O:18][CH2:19][C:20]1[C:29]([Br:30])=[C:28]2[C:23]([CH:24]=[N:25][C:26]([NH:12][C:11]3[CH:13]=[CH:14][C:8]([N:5]4[CH2:4][CH2:3][N:2]([CH3:1])[CH2:7][CH2:6]4)=[CH:9][CH:10]=3)=[N:27]2)=[CH:22][CH:21]=1)(=[O:17])[CH3:16]. The catalyst class is: 114. (8) Reactant: [NH:1]1[C:6]2[CH:7]=[CH:8][CH:9]=[CH:10][C:5]=2[C:4](=[O:11])[O:3][C:2]1=[O:12].[C:13](=O)([O-])[O-].[K+].[K+].COS(OC)(=O)=O.ClCCl. Product: [CH3:13][N:1]1[C:6]2[CH:7]=[CH:8][CH:9]=[CH:10][C:5]=2[C:4](=[O:11])[O:3][C:2]1=[O:12]. The catalyst class is: 35.